Dataset: Catalyst prediction with 721,799 reactions and 888 catalyst types from USPTO. Task: Predict which catalyst facilitates the given reaction. (1) Reactant: [OH:1][CH:2]1[CH2:7][CH2:6][N:5]([C:8]([O:10][C:11]([CH3:14])([CH3:13])[CH3:12])=[O:9])[CH2:4][CH2:3]1.C(N(CC)CC)C.[CH3:22][S:23](Cl)(=[O:25])=[O:24].O. Product: [CH3:22][S:23]([O:1][CH:2]1[CH2:3][CH2:4][N:5]([C:8]([O:10][C:11]([CH3:14])([CH3:13])[CH3:12])=[O:9])[CH2:6][CH2:7]1)(=[O:25])=[O:24]. The catalyst class is: 4. (2) Reactant: Br[C:2]1[C:7]([F:8])=[C:6]([F:9])[C:5]([F:10])=[C:4]([F:11])[C:3]=1[F:12].[Mg].C(O[Si:17]([O:24][CH2:25][CH3:26])([O:21][CH2:22][CH3:23])OCC)C. Product: [F:8][C:7]1[C:2]([Si:17]([C:2]2[C:3]([F:12])=[C:4]([F:11])[C:5]([F:10])=[C:6]([F:9])[C:7]=2[F:8])([O:21][CH2:22][CH3:23])[O:24][CH2:25][CH3:26])=[C:3]([F:12])[C:4]([F:11])=[C:5]([F:10])[C:6]=1[F:9]. The catalyst class is: 28. (3) Reactant: [F:1][C:2]([F:26])([F:25])[C:3]1[N:7]2[N:8]=[C:9]([N:12]3[CH2:17][CH2:16][CH:15]([C:18]4[CH:23]=[CH:22][C:21]([OH:24])=[CH:20][CH:19]=4)[CH2:14][CH2:13]3)[CH:10]=[CH:11][C:6]2=[N:5][N:4]=1.Br[CH2:28][CH2:29][CH2:30][C:31]([F:34])([F:33])[F:32].C(=O)([O-])[O-].[K+].[K+]. Product: [F:32][C:31]([F:34])([F:33])[CH2:30][CH2:29][CH2:28][O:24][C:21]1[CH:22]=[CH:23][C:18]([CH:15]2[CH2:16][CH2:17][N:12]([C:9]3[CH:10]=[CH:11][C:6]4[N:7]([C:3]([C:2]([F:1])([F:25])[F:26])=[N:4][N:5]=4)[N:8]=3)[CH2:13][CH2:14]2)=[CH:19][CH:20]=1. The catalyst class is: 44. (4) Reactant: C(OC(=O)[NH:7][C@H:8]([CH3:17])[C:9]([N:11]1[CH2:15][CH2:14][C@H:13]([F:16])[CH2:12]1)=[O:10])(C)(C)C.[F:19][C:20]([F:25])([F:24])[C:21]([OH:23])=[O:22]. Product: [F:19][C:20]([F:25])([F:24])[C:21]([OH:23])=[O:22].[NH2:7][C@H:8]([CH3:17])[C:9]([N:11]1[CH2:15][CH2:14][C@H:13]([F:16])[CH2:12]1)=[O:10]. The catalyst class is: 4. (5) The catalyst class is: 3. Product: [Cl:27][C:28]1[CH:33]=[CH:32][C:31]([S:34]([NH:15][CH2:14][CH2:13][CH2:12][N:11]2[C:5]3[CH:4]=[CH:3][CH:2]=[N:1][C:6]=3[CH2:7][CH2:8][C:9]3[CH:19]=[CH:18][CH:17]=[CH:16][C:10]2=3)(=[O:36])=[O:35])=[CH:30][CH:29]=1. Reactant: [N:1]1[C:6]2[CH2:7][CH2:8][C:9]3[CH:19]=[CH:18][CH:17]=[CH:16][C:10]=3[N:11]([CH2:12][CH2:13][CH2:14][NH2:15])[C:5]=2[CH:4]=[CH:3][CH:2]=1.CCN(CC)CC.[Cl:27][C:28]1[CH:33]=[CH:32][C:31]([S:34](Cl)(=[O:36])=[O:35])=[CH:30][CH:29]=1. (6) Reactant: C([O-])(O)=O.[Na+].[CH2:6]([NH:13][CH2:14][CH2:15][C:16]1[CH:21]=[CH:20][C:19]([CH2:22][OH:23])=[CH:18][CH:17]=1)[CH2:7][CH2:8][CH2:9][CH2:10][CH2:11][CH3:12].[C:24](O[C:24]([O:26][C:27]([CH3:30])([CH3:29])[CH3:28])=[O:25])([O:26][C:27]([CH3:30])([CH3:29])[CH3:28])=[O:25].[OH-].[Na+]. Product: [C:27]([O:26][C:24](=[O:25])[N:13]([CH2:6][CH2:7][CH2:8][CH2:9][CH2:10][CH2:11][CH3:12])[CH2:14][CH2:15][C:16]1[CH:21]=[CH:20][C:19]([CH2:22][OH:23])=[CH:18][CH:17]=1)([CH3:30])([CH3:29])[CH3:28]. The catalyst class is: 7. (7) Reactant: N(C(C)C)C(C)C.[Li]CCCC.[Br:13][C:14]1[CH:19]=[CH:18][C:17]([NH2:20])=[C:16]([F:21])[CH:15]=1.Cl[C:23]1[C:24]([C:31]([OH:33])=[O:32])=[CH:25][N:26]([CH3:30])[C:27](=[O:29])[CH:28]=1. Product: [Br:13][C:14]1[CH:19]=[CH:18][C:17]([NH:20][C:23]2[C:24]([C:31]([OH:33])=[O:32])=[CH:25][N:26]([CH3:30])[C:27](=[O:29])[CH:28]=2)=[C:16]([F:21])[CH:15]=1. The catalyst class is: 1. (8) Product: [F:26][C:25]([F:28])([F:27])[C:21]1[CH:20]=[C:19]([N:8]2[CH2:7][CH2:6][C:5]3([CH2:1][N:2]([C:11]([O:13][C:14]([CH3:17])([CH3:16])[CH3:15])=[O:12])[CH2:3][CH2:4]3)[CH2:10][CH2:9]2)[CH:24]=[CH:23][N:22]=1. The catalyst class is: 222. Reactant: [CH2:1]1[C:5]2([CH2:10][CH2:9][NH:8][CH2:7][CH2:6]2)[CH2:4][CH2:3][N:2]1[C:11]([O:13][C:14]([CH3:17])([CH3:16])[CH3:15])=[O:12].Br[C:19]1[CH:24]=[CH:23][N:22]=[C:21]([C:25]([F:28])([F:27])[F:26])[CH:20]=1.C1C=CC(P(C2C(C3C(P(C4C=CC=CC=4)C4C=CC=CC=4)=CC=C4C=3C=CC=C4)=C3C(C=CC=C3)=CC=2)C2C=CC=CC=2)=CC=1.